Dataset: Merck oncology drug combination screen with 23,052 pairs across 39 cell lines. Task: Regression. Given two drug SMILES strings and cell line genomic features, predict the synergy score measuring deviation from expected non-interaction effect. Drug 1: COc1cc(C2c3cc4c(cc3C(OC3OC5COC(C)OC5C(O)C3O)C3COC(=O)C23)OCO4)cc(OC)c1O. Drug 2: CS(=O)(=O)CCNCc1ccc(-c2ccc3ncnc(Nc4ccc(OCc5cccc(F)c5)c(Cl)c4)c3c2)o1. Cell line: SKMEL30. Synergy scores: synergy=5.95.